Task: Predict the reaction yield, written as a fraction of the theoretical maximum amount of product (1.0 means a 100% yield; for example, 0.34 means a 34% yield).. Dataset: Reaction yield outcomes from USPTO patents with 853,638 reactions (1) The product is [F:26][CH:25]([F:27])[C:15]1[N:14]([C:4]2[N:5]=[C:6]([N:8]3[CH2:13][CH2:12][O:11][CH2:10][CH2:9]3)[N:7]=[C:2]([NH:28][C@H:29]3[CH2:34][CH2:33][C@H:32]([NH:35][C:36](=[O:42])[O:37][C:38]([CH3:40])([CH3:39])[CH3:41])[CH2:31][CH2:30]3)[N:3]=2)[C:18]2[CH:19]=[CH:20][CH:21]=[C:22]([O:23][CH3:24])[C:17]=2[N:16]=1. No catalyst specified. The reactants are Cl[C:2]1[N:7]=[C:6]([N:8]2[CH2:13][CH2:12][O:11][CH2:10][CH2:9]2)[N:5]=[C:4]([N:14]2[C:18]3[CH:19]=[CH:20][CH:21]=[C:22]([O:23][CH3:24])[C:17]=3[N:16]=[C:15]2[CH:25]([F:27])[F:26])[N:3]=1.[NH2:28][C@H:29]1[CH2:34][CH2:33][C@H:32]([NH:35][C:36](=[O:42])[O:37][C:38]([CH3:41])([CH3:40])[CH3:39])[CH2:31][CH2:30]1. The yield is 0.880. (2) The reactants are [OH:1][C:2]1[CH:3]=[C:4]([CH:7]=[CH:8][C:9]=1[OH:10])[C:5]#[N:6].Br[CH2:12]Br.C(=O)([O-])[O-].[K+].[K+].O. The product is [O:10]1[C:9]2[CH:8]=[CH:7][C:4]([C:5]#[N:6])=[CH:3][C:2]=2[O:1][CH2:12]1. The yield is 0.948. The catalyst is CN(C=O)C.